Dataset: Full USPTO retrosynthesis dataset with 1.9M reactions from patents (1976-2016). Task: Predict the reactants needed to synthesize the given product. (1) Given the product [CH:13]([C:2]1[CH:3]=[C:4]2[C:9](=[N:10][CH:11]=1)[NH:8][C:7](=[O:12])[CH2:6][CH2:5]2)=[CH2:14], predict the reactants needed to synthesize it. The reactants are: Br[C:2]1[CH:3]=[C:4]2[C:9](=[N:10][CH:11]=1)[NH:8][C:7](=[O:12])[CH2:6][CH2:5]2.[CH2:13]([Sn](CCCC)(CCCC)C=C)[CH2:14]CC. (2) Given the product [Cl:10][C:11]1[CH:12]=[C:13]([C:17]2[C:22]3[N:23]([CH2:38][C@H:39]4[CH2:44][CH2:43][C@H:42]([CH3:45])[CH2:41][CH2:40]4)[C:24]([N:26]4[CH2:31][CH2:30][O:29][CH2:28][C@H:27]4[C:32]4[CH:37]=[CH:36][CH:35]=[CH:34][CH:33]=4)=[N:25][C:21]=3[CH:20]=[C:19]([C:46](=[N:2][OH:3])[NH2:47])[N:18]=2)[CH:14]=[N:15][CH:16]=1, predict the reactants needed to synthesize it. The reactants are: Cl.[NH2:2][OH:3].C(=O)(O)[O-].[Na+].O.[Cl:10][C:11]1[CH:12]=[C:13]([C:17]2[C:22]3[N:23]([CH2:38][C@H:39]4[CH2:44][CH2:43][C@H:42]([CH3:45])[CH2:41][CH2:40]4)[C:24]([N:26]4[CH2:31][CH2:30][O:29][CH2:28][C@H:27]4[C:32]4[CH:37]=[CH:36][CH:35]=[CH:34][CH:33]=4)=[N:25][C:21]=3[CH:20]=[C:19]([C:46]#[N:47])[N:18]=2)[CH:14]=[N:15][CH:16]=1. (3) Given the product [C:33]([O:32][C:30]([N:26]1[CH2:27][CH2:28][CH2:29][CH:24]([NH:23][CH2:1][C:3]2[C:11]3[C:10]([C:12]([O:14][CH3:15])=[O:13])=[CH:9][CH:8]=[N:7][C:6]=3[NH:5][CH:4]=2)[CH2:25]1)=[O:31])([CH3:36])([CH3:34])[CH3:35], predict the reactants needed to synthesize it. The reactants are: [CH:1]([C:3]1[C:11]2[C:10]([C:12]([O:14][CH3:15])=[O:13])=[CH:9][CH:8]=[N:7][C:6]=2[N:5](C(OC(C)(C)C)=O)[CH:4]=1)=O.[NH2:23][CH:24]1[CH2:29][CH2:28][CH2:27][N:26]([C:30]([O:32][C:33]([CH3:36])([CH3:35])[CH3:34])=[O:31])[CH2:25]1.[B-]C#N.[Na+]. (4) The reactants are: C([N:8]1[CH2:13][CH2:12][N:11]([CH3:14])[C:10](=[O:15])[CH:9]1[C:16]1[CH:21]=[CH:20][CH:19]=[CH:18][CH:17]=1)C1C=CC=CC=1. Given the product [CH3:14][N:11]1[CH2:12][CH2:13][NH:8][CH:9]([C:16]2[CH:21]=[CH:20][CH:19]=[CH:18][CH:17]=2)[C:10]1=[O:15], predict the reactants needed to synthesize it.